Dataset: Full USPTO retrosynthesis dataset with 1.9M reactions from patents (1976-2016). Task: Predict the reactants needed to synthesize the given product. (1) Given the product [Cl:1][C:2]1[C:3]([C:31](=[O:41])[N:32]([CH2:37][CH2:38][CH2:39][CH3:40])[CH2:33][CH2:34][CH2:35][CH3:36])=[N:4][N:5]([C:43]2[CH:58]=[CH:57][C:46]([C:47]([O:49][CH2:50][C:51]3[CH:56]=[CH:55][CH:54]=[CH:53][CH:52]=3)=[O:48])=[CH:45][C:44]=2[C:59]([O:61][CH2:62][CH3:63])=[O:60])[C:6]=1[CH3:7], predict the reactants needed to synthesize it. The reactants are: [Cl:1][C:2]1[C:3]([C:31](=[O:41])[N:32]([CH2:37][CH2:38][CH2:39][CH3:40])[CH2:33][CH2:34][CH2:35][CH3:36])=[N:4][N:5](C2C=CC(C(OCC)=O)=CC=2C(N2CCC3C(=CC=CC=3)C2)=O)[C:6]=1[CH3:7].F[C:43]1[CH:58]=[CH:57][C:46]([C:47]([O:49][CH2:50][C:51]2[CH:56]=[CH:55][CH:54]=[CH:53][CH:52]=2)=[O:48])=[CH:45][C:44]=1[C:59]([O:61][CH2:62][CH3:63])=[O:60].C(N(CCCC)C(C1C(Cl)=C(C)NN=1)=O)CCC. (2) The reactants are: [CH3:1][N:2]([CH3:19])[CH2:3][CH2:4][N:5]1[CH2:11][CH2:10][CH2:9][C:8]2[NH:12][C:13]([CH:16]=O)=[C:14]([CH3:15])[C:7]=2[C:6]1=[O:18].[F:20][C:21]1[CH:26]=[CH:25][CH:24]=[C:23]([F:27])[C:22]=1[C:28]1[CH:36]=[CH:35][CH:34]=[C:33]2[C:29]=1[CH2:30][C:31](=[O:37])[NH:32]2. Given the product [F:20][C:21]1[CH:26]=[CH:25][CH:24]=[C:23]([F:27])[C:22]=1[C:28]1[CH:36]=[CH:35][CH:34]=[C:33]2[C:29]=1/[C:30](=[CH:16]/[C:13]1[NH:12][C:8]3[CH2:9][CH2:10][CH2:11][N:5]([CH2:4][CH2:3][N:2]([CH3:19])[CH3:1])[C:6](=[O:18])[C:7]=3[C:14]=1[CH3:15])/[C:31](=[O:37])[NH:32]2, predict the reactants needed to synthesize it. (3) Given the product [ClH:2].[Cl:15][C:13]1[CH:14]=[C:9]([C:7]2[N:6]=[C:5]3[CH2:17][CH2:18][CH2:19][C:4]3=[C:3]([NH:20][C:21]3[CH:26]=[CH:25][C:24]([CH2:27][CH2:28][OH:29])=[CH:23][CH:22]=3)[CH:8]=2)[CH:10]=[CH:11][C:12]=1[Cl:1], predict the reactants needed to synthesize it. The reactants are: [ClH:1].[Cl:2][C:3]1[CH:8]=[C:7]([C:9]2[CH:14]=[C:13]([Cl:15])[CH:12]=[C:11](Cl)[CH:10]=2)[N:6]=[C:5]2[CH2:17][CH2:18][CH2:19][C:4]=12.[NH2:20][C:21]1[CH:26]=[CH:25][C:24]([CH2:27][C:28](N)=[O:29])=[CH:23][CH:22]=1. (4) Given the product [O:27]=[C:25]([N:54]1[CH2:55][CH2:56][N:51]([C:57](=[O:58])[C:59]2[CH:64]=[C:63]([F:65])[C:62]([F:66])=[C:61]([F:67])[CH:60]=2)[CH2:52][CH2:53]1)[CH2:24][C:23]([NH:22][C:19]1[CH:18]=[CH:17][C:16]([C:10]2[CH:11]=[CH:12][CH:13]=[CH:14][CH:15]=2)=[CH:21][N:20]=1)=[O:28], predict the reactants needed to synthesize it. The reactants are: CCN(C(C)C)C(C)C.[C:10]1([C:16]2[CH:17]=[CH:18][C:19]([NH:22][C:23](=[O:28])[CH2:24][C:25]([OH:27])=O)=[N:20][CH:21]=2)[CH:15]=[CH:14][CH:13]=[CH:12][CH:11]=1.CCN=C=NCCCN(C)C.C1C=CC2N(O)N=NC=2C=1.Cl.[N:51]1([C:57]([C:59]2[CH:64]=[C:63]([F:65])[C:62]([F:66])=[C:61]([F:67])[CH:60]=2)=[O:58])[CH2:56][CH2:55][NH:54][CH2:53][CH2:52]1. (5) Given the product [OH:2][C:3]1[C:4]2[C:8]([CH:9]=[C:10]([C:12]([O:14][CH3:15])=[O:13])[CH:11]=1)=[N:7][N:6]([CH3:16])[CH:5]=2, predict the reactants needed to synthesize it. The reactants are: C[O:2][C:3]1[C:4]2[C:8]([CH:9]=[C:10]([C:12]([O:14][CH3:15])=[O:13])[CH:11]=1)=[N:7][N:6]([CH3:16])[CH:5]=2.B(Br)(Br)Br.S(=O)(=O)(O)O.